Predict the reactants needed to synthesize the given product. From a dataset of Full USPTO retrosynthesis dataset with 1.9M reactions from patents (1976-2016). (1) Given the product [CH:40]([N:1]1[CH2:5][CH2:4][CH2:3][C@@H:2]1[C@H:6]([NH:8][C:9]1[C:14]([C:15]2[N:20]=[CH:19][N:18]=[C:17]([O:21][C:22]3[C:27]4[N:28]=[C:29]([NH:31][C:32](=[O:34])[CH3:33])[S:30][C:26]=4[CH:25]=[CH:24][CH:23]=3)[CH:16]=2)=[CH:13][CH:12]=[C:11]([C:35]([F:38])([F:36])[F:37])[N:10]=1)[CH3:7])([CH3:42])[CH3:39], predict the reactants needed to synthesize it. The reactants are: [NH:1]1[CH2:5][CH2:4][CH2:3][C@@H:2]1[C@H:6]([NH:8][C:9]1[C:14]([C:15]2[N:20]=[CH:19][N:18]=[C:17]([O:21][C:22]3[C:27]4[N:28]=[C:29]([NH:31][C:32](=[O:34])[CH3:33])[S:30][C:26]=4[CH:25]=[CH:24][CH:23]=3)[CH:16]=2)=[CH:13][CH:12]=[C:11]([C:35]([F:38])([F:37])[F:36])[N:10]=1)[CH3:7].[CH3:39][C:40]([CH3:42])=O. (2) Given the product [CH3:16][C:17]1([CH3:28])[S:21][C:20]([N:22]2[CH2:27][CH2:26][N:25]([C:2]3[C:3]4[CH:10]=[C:9]([CH2:11][C:12]([F:15])([F:14])[F:13])[S:8][C:4]=4[N:5]=[CH:6][N:7]=3)[CH2:24][CH2:23]2)=[N:19][CH2:18]1, predict the reactants needed to synthesize it. The reactants are: Cl[C:2]1[C:3]2[CH:10]=[C:9]([CH2:11][C:12]([F:15])([F:14])[F:13])[S:8][C:4]=2[N:5]=[CH:6][N:7]=1.[CH3:16][C:17]1([CH3:28])[S:21][CH:20]([N:22]2[CH2:27][CH2:26][NH:25][CH2:24][CH2:23]2)[N:19]=[CH:18]1.C(N(CC)C(C)C)(C)C. (3) Given the product [C:21]([O:20][C:18]([N:6]1[CH2:7][C@@H:8]([NH:10][C:11]2[CH:16]=[CH:15][CH:14]=[C:13]([Cl:17])[CH:12]=2)[CH2:9][C@H:5]1[C:3]([OH:4])=[O:2])=[O:19])([CH3:24])([CH3:22])[CH3:23], predict the reactants needed to synthesize it. The reactants are: C[O:2][C:3]([C@@H:5]1[CH2:9][C@H:8]([NH:10][C:11]2[CH:16]=[CH:15][CH:14]=[C:13]([Cl:17])[CH:12]=2)[CH2:7][N:6]1[C:18]([O:20][C:21]([CH3:24])([CH3:23])[CH3:22])=[O:19])=[O:4].O[Li].O.